Task: Regression. Given a peptide amino acid sequence and an MHC pseudo amino acid sequence, predict their binding affinity value. This is MHC class I binding data.. Dataset: Peptide-MHC class I binding affinity with 185,985 pairs from IEDB/IMGT (1) The peptide sequence is KRHSTKYHL. The MHC is HLA-A24:02 with pseudo-sequence HLA-A24:02. The binding affinity (normalized) is 0. (2) The binding affinity (normalized) is 0.341. The peptide sequence is TVVIGTSKFY. The MHC is HLA-A33:01 with pseudo-sequence HLA-A33:01. (3) The peptide sequence is LFQLCTFTK. The MHC is HLA-A11:01 with pseudo-sequence HLA-A11:01. The binding affinity (normalized) is 0.515.